This data is from Full USPTO retrosynthesis dataset with 1.9M reactions from patents (1976-2016). The task is: Predict the reactants needed to synthesize the given product. (1) Given the product [Br:20][C:16]1[CH:15]=[C:14]([CH:19]=[CH:18][CH:17]=1)[C:13]([NH:12][C:9]1[CH:10]=[CH:11][C:6]([C@@H:4]2[CH2:5][C@H:3]2[NH:2][CH:26]2[CH2:27][CH2:28][N:23]([CH3:22])[CH2:24][CH2:25]2)=[CH:7][CH:8]=1)=[O:21], predict the reactants needed to synthesize it. The reactants are: Cl.[NH2:2][C@@H:3]1[CH2:5][C@H:4]1[C:6]1[CH:11]=[CH:10][C:9]([NH:12][C:13](=[O:21])[C:14]2[CH:19]=[CH:18][CH:17]=[C:16]([Br:20])[CH:15]=2)=[CH:8][CH:7]=1.[CH3:22][N:23]1[CH2:28][CH2:27][C:26](=O)[CH2:25][CH2:24]1.C(=O)([O-])O.[Na+].[BH4-].[Na+]. (2) Given the product [CH2:1]([O:8][CH2:9][CH2:10][CH2:11][C:12]1[N:13]=[C:14]([C:31]2[CH:32]=[CH:33][C:34]([C:37]([F:39])([F:40])[F:38])=[CH:35][CH:36]=2)[S:15][C:16]=1[CH2:17][O:18][C:19]1[CH:28]=[CH:27][C:22]([C:23]2[NH:24][C:42](=[O:43])[O:26][N:25]=2)=[C:21]([O:29][CH3:30])[CH:20]=1)[C:2]1[CH:7]=[CH:6][CH:5]=[CH:4][CH:3]=1, predict the reactants needed to synthesize it. The reactants are: [CH2:1]([O:8][CH2:9][CH2:10][CH2:11][C:12]1[N:13]=[C:14]([C:31]2[CH:36]=[CH:35][C:34]([C:37]([F:40])([F:39])[F:38])=[CH:33][CH:32]=2)[S:15][C:16]=1[CH2:17][O:18][C:19]1[CH:28]=[CH:27][C:22]([C:23]([NH:25][OH:26])=[NH:24])=[C:21]([O:29][CH3:30])[CH:20]=1)[C:2]1[CH:7]=[CH:6][CH:5]=[CH:4][CH:3]=1.Cl[C:42](OC1C=CC=CC=1)=[O:43].C(N(C(C)C)CC)(C)C. (3) Given the product [I-:1].[CH3:2][N+:5]1[CH:6]=[CH:7][N:3]([C:8]2[C:13]3[O:14][C:15]4[C:20]([C:12]=3[CH:11]=[CH:10][CH:9]=2)=[CH:19][CH:18]=[C:17]([CH3:21])[N:16]=4)[CH:4]=1, predict the reactants needed to synthesize it. The reactants are: [I:1][CH3:2].[N:3]1([C:8]2[C:13]3[O:14][C:15]4[C:20]([C:12]=3[CH:11]=[CH:10][CH:9]=2)=[CH:19][CH:18]=[C:17]([CH3:21])[N:16]=4)[CH:7]=[CH:6][N:5]=[CH:4]1. (4) Given the product [F:17][C:16]([F:19])([F:18])[C@H:14]([OH:15])[CH2:13][O:10][CH2:9][C:8]1[CH:11]=[CH:12][C:5]([O:4][CH3:3])=[CH:6][CH:7]=1, predict the reactants needed to synthesize it. The reactants are: [H-].[Na+].[CH3:3][O:4][C:5]1[CH:12]=[CH:11][C:8]([CH2:9][OH:10])=[CH:7][CH:6]=1.[CH2:13]1[O:15][C@H:14]1[C:16]([F:19])([F:18])[F:17]. (5) Given the product [CH3:21][C:1]1[CH:6]=[CH:5][C:4]2[S:7][CH2:8][CH2:9][N:10]([C:11]([O:12][CH2:13][C:14]3[CH:15]=[CH:16][CH:17]=[CH:18][CH:19]=3)=[O:20])[CH2:24][C:3]=2[CH:2]=1, predict the reactants needed to synthesize it. The reactants are: [C:1]1([CH3:21])[CH:6]=[CH:5][C:4]([S:7][CH2:8][CH2:9][NH:10][C:11](=[O:20])[O:12][CH2:13][C:14]2[CH:19]=[CH:18][CH:17]=[CH:16][CH:15]=2)=[CH:3][CH:2]=1.C=O.[C:24]1(C)C=CC(S(O)(=O)=O)=CC=1. (6) Given the product [F:37][C:38]([F:43])([F:42])[C:39]([OH:41])=[O:40].[Cl:26][C:22]1[C:21]([F:27])=[C:20]2[NH:19][C:18](=[O:28])[C:10]3([CH:9]([C:29]4[CH:34]=[CH:33][CH:32]=[C:31]([Cl:35])[C:30]=4[F:36])[CH:8]([C:6]([OH:7])=[O:5])[NH:12][CH:11]3[CH2:13][C:14]([CH3:16])([CH3:15])[CH3:17])[C:25]2=[CH:24][CH:23]=1, predict the reactants needed to synthesize it. The reactants are: C([O:5][C:6]([CH:8]1[NH:12][CH:11]([CH2:13][C:14]([CH3:17])([CH3:16])[CH3:15])[C:10]2([C:25]3[C:20](=[C:21]([F:27])[C:22]([Cl:26])=[CH:23][CH:24]=3)[NH:19][C:18]2=[O:28])[CH:9]1[C:29]1[CH:34]=[CH:33][CH:32]=[C:31]([Cl:35])[C:30]=1[F:36])=[O:7])(C)(C)C.[F:37][C:38]([F:43])([F:42])[C:39]([OH:41])=[O:40]. (7) Given the product [CH3:24][O:23][C:19]1[C:18]2[C:2]3[CH:3]=[CH:4][CH:5]=[C:6]4[N:7]=[C:8]5[C:13]([CH:12]=[CH:11][CH:10]=[CH:9]5)=[C:14]([C:15]=34)[S:16][C:17]=2[CH:22]=[CH:21][CH:20]=1, predict the reactants needed to synthesize it. The reactants are: Br[C:2]1[C:15]2[C:6](=[N:7][C:8]3[C:13]([C:14]=2[S:16][C:17]2[CH:22]=[CH:21][CH:20]=[C:19]([O:23][CH3:24])[CH:18]=2)=[CH:12][CH:11]=[CH:10][CH:9]=3)[CH:5]=[CH:4][CH:3]=1.C([SnH](CCCC)CCCC)CCC.CC(N=NC(C#N)(C)C)(C#N)C. (8) The reactants are: [F:1][C:2]1[CH:7]=[C:6]([O:8][CH2:9][CH2:10][C@@H:11]2[CH2:13][C@@H:12]2[CH:14]2[CH2:19][CH2:18][N:17]([C:20]3[N:25]=[CH:24][C:23]([O:26][CH3:27])=[CH:22][N:21]=3)[CH2:16][CH2:15]2)[CH:5]=[C:4]([F:28])[C:3]=1[CH2:29][C:30]([O:32]C(C)(C)C)=[O:31].Cl. Given the product [F:1][C:2]1[CH:7]=[C:6]([O:8][CH2:9][CH2:10][C@@H:11]2[CH2:13][C@@H:12]2[CH:14]2[CH2:19][CH2:18][N:17]([C:20]3[N:21]=[CH:22][C:23]([O:26][CH3:27])=[CH:24][N:25]=3)[CH2:16][CH2:15]2)[CH:5]=[C:4]([F:28])[C:3]=1[CH2:29][C:30]([OH:32])=[O:31], predict the reactants needed to synthesize it. (9) The reactants are: [F:1][C:2]1[CH:19]=[CH:18][C:5](/[CH:6]=[N:7]/[C:8]2[CH:16]=[CH:15][CH:14]=[C:13]3[C:9]=2[CH2:10][O:11][C:12]3=[O:17])=[CH:4][CH:3]=1.[S:20]1[CH:24]=[CH:23][N:22]=[C:21]1[CH:25]=O.[O-:27][CH2:28][CH3:29].[Na+].C(O)C. Given the product [F:1][C:2]1[CH:3]=[CH:4][C:5]([CH:6]2[CH:25]([C:21]3[S:20][CH:24]=[CH:23][N:22]=3)[C:28](=[O:27])[C:29]3[C:13]([C:12]([O:11][CH2:10][CH3:9])=[O:17])=[CH:14][CH:15]=[CH:16][C:8]=3[NH:7]2)=[CH:18][CH:19]=1, predict the reactants needed to synthesize it.